From a dataset of Catalyst prediction with 721,799 reactions and 888 catalyst types from USPTO. Predict which catalyst facilitates the given reaction. (1) The catalyst class is: 828. Product: [OH:29][CH:18]([CH2:17][C:14]1([CH3:13])[CH2:15][CH2:16]1)[C:19]([O:21][CH2:22][CH3:23])=[O:20]. Reactant: C(NC(C)C)(C)C.C([Li])CCC.[CH3:13][C:14]1([CH2:17][CH2:18][C:19]([O:21][CH2:22][CH3:23])=[O:20])[CH2:16][CH2:15]1.[Cl-].[NH4+].C1C[O:29]CC1. (2) Reactant: [CH:1]([C:4]1[CH:5]=[C:6](Br)[CH:7]=[C:8]([CH:10]([CH3:12])[CH3:11])[CH:9]=1)([CH3:3])[CH3:2].[Mg].[CH:15]([C:18]1[CH:19]=[C:20]([Mg]Br)[CH:21]=[C:22]([CH:24]([CH3:26])[CH3:25])[CH:23]=1)([CH3:17])[CH3:16].Cl[P:30](Cl)[C:31]1[CH:36]=[CH:35][CH:34]=[CH:33][C:32]=1[P:37](Cl)Cl. Product: [CH:1]([C:4]1[CH:5]=[C:6]([P:30]([C:6]2[CH:5]=[C:4]([CH:1]([CH3:2])[CH3:3])[CH:9]=[C:8]([CH:10]([CH3:12])[CH3:11])[CH:7]=2)[C:31]2[CH:36]=[CH:35][CH:34]=[CH:33][C:32]=2[P:37]([C:6]2[CH:7]=[C:8]([CH:10]([CH3:12])[CH3:11])[CH:9]=[C:4]([CH:1]([CH3:3])[CH3:2])[CH:5]=2)[C:20]2[CH:19]=[C:18]([CH:15]([CH3:17])[CH3:16])[CH:23]=[C:22]([CH:24]([CH3:26])[CH3:25])[CH:21]=2)[CH:7]=[C:8]([CH:10]([CH3:12])[CH3:11])[CH:9]=1)([CH3:3])[CH3:2]. The catalyst class is: 1.